Binary Classification. Given a drug SMILES string, predict its activity (active/inactive) in a high-throughput screening assay against a specified biological target. From a dataset of HIV replication inhibition screening data with 41,000+ compounds from the AIDS Antiviral Screen. (1) The compound is O=C(C(=O)n1ncc(Cl)c(Cl)c1=O)n1ncc(Cl)c(Cl)c1=O. The result is 0 (inactive). (2) The molecule is C=Cc1ccccc1C1(O)C=CC(OC)(OC)C=C1. The result is 0 (inactive). (3) The molecule is CCCCN(CCCC)CCCn1cnc2ncccc2c1=O. The result is 0 (inactive). (4) The compound is COc1ccc(-c2c[se]c(=S)s2)cc1. The result is 0 (inactive).